This data is from Tyrosyl-DNA phosphodiesterase HTS with 341,365 compounds. The task is: Binary Classification. Given a drug SMILES string, predict its activity (active/inactive) in a high-throughput screening assay against a specified biological target. (1) The result is 0 (inactive). The compound is S(c1n(CC(C)=C)c(=O)c2c(n1)cccc2)CC(=O)N\N=C\c1cc(O)ccc1. (2) The molecule is S(=O)(=O)(NCCC(=O)N1CCN(CC1)c1ccc(OC)cc1)c1ccc(OCC)cc1. The result is 0 (inactive). (3) The molecule is Clc1ccc(c2c3c(sc2)ncnc3Sc2n(nnn2)C)cc1. The result is 0 (inactive). (4) The compound is S(=O)(=O)(N1CCCN(CC1)c1nc2c(cc1C#N)ccc(c2)C)c1ccc(cc1)C. The result is 1 (active). (5) The drug is S(CC(=O)NCC(OC)=O)c1[nH]nc(c(=O)n1)C. The result is 0 (inactive).